From a dataset of Full USPTO retrosynthesis dataset with 1.9M reactions from patents (1976-2016). Predict the reactants needed to synthesize the given product. Given the product [N+:16]([C:13]1[CH:14]=[C:15]2[C:10]([CH2:9][CH2:8][CH2:7][C@H:6]2[NH2:5])=[CH:11][C:12]=1[CH2:19][N:20]1[CH2:25][CH2:24][CH2:23][CH2:22][CH2:21]1)([O-:18])=[O:17], predict the reactants needed to synthesize it. The reactants are: FC(F)(F)C([NH:5][C@H:6]1[C:15]2[C:10](=[CH:11][C:12]([CH2:19][N:20]3[CH2:25][CH2:24][CH2:23][CH2:22][CH2:21]3)=[C:13]([N+:16]([O-:18])=[O:17])[CH:14]=2)[CH2:9][CH2:8][CH2:7]1)=O.[OH-].[Na+].